Task: Predict the reactants needed to synthesize the given product.. Dataset: Full USPTO retrosynthesis dataset with 1.9M reactions from patents (1976-2016) (1) Given the product [OH:16][CH2:15][C:2]1([CH3:1])[CH2:7][CH2:6][N:5]([C:8]([O:10][C:11]([CH3:14])([CH3:13])[CH3:12])=[O:9])[CH2:4][CH2:3]1, predict the reactants needed to synthesize it. The reactants are: [CH3:1][C:2]1([C:15](OCC)=[O:16])[CH2:7][CH2:6][N:5]([C:8]([O:10][C:11]([CH3:14])([CH3:13])[CH3:12])=[O:9])[CH2:4][CH2:3]1.[Li+].[BH4-]. (2) Given the product [Cl:1][C:2]1[N:3]=[CH:4][CH:5]=[C:6]2[CH:11]=[C:12]([C:13]([O:15][CH2:16][CH3:17])=[O:14])[NH:8][C:7]=12, predict the reactants needed to synthesize it. The reactants are: [Cl:1][C:2]1[C:7]([N+:8]([O-])=O)=[C:6](/[CH:11]=[C:12](\[O-])/[C:13]([O:15][CH2:16][CH3:17])=[O:14])[CH:5]=[CH:4][N:3]=1.[K+]. (3) Given the product [NH2:2][CH2:1][CH:3]([CH2:11][C:12]1[CH:13]=[CH:14][C:15]([O:18][CH3:19])=[CH:16][CH:17]=1)[C:4]([O:6][C:7]([CH3:9])([CH3:8])[CH3:10])=[O:5], predict the reactants needed to synthesize it. The reactants are: [C:1]([CH:3]([CH2:11][C:12]1[CH:17]=[CH:16][C:15]([O:18][CH3:19])=[CH:14][CH:13]=1)[C:4]([O:6][C:7]([CH3:10])([CH3:9])[CH3:8])=[O:5])#[N:2]. (4) Given the product [Cl:45][C:42]1[CH:41]=[CH:40][C:39]([C@H:33]([NH:32][C:30]([C:15]2([NH:14][C:12](=[O:13])[O:11][C:7]([CH3:9])([CH3:8])[CH3:10])[CH2:16][CH2:17][N:18]([C:21]3[C:22]4[CH:29]=[CH:28][NH:27][C:23]=4[N:24]=[CH:25][N:26]=3)[CH2:19][CH2:20]2)=[O:31])[CH2:34][CH2:35][OH:36])=[CH:44][CH:43]=1, predict the reactants needed to synthesize it. The reactants are: [H-].[H-].[H-].[H-].[Li+].[Al+3].[C:7]([O:11][C:12]([NH:14][C:15]1([C:30]([NH:32][C@@H:33]([C:39]2[CH:44]=[CH:43][C:42]([Cl:45])=[CH:41][CH:40]=2)[CH2:34][C:35](OC)=[O:36])=[O:31])[CH2:20][CH2:19][N:18]([C:21]2[C:22]3[CH:29]=[CH:28][NH:27][C:23]=3[N:24]=[CH:25][N:26]=2)[CH2:17][CH2:16]1)=[O:13])([CH3:10])([CH3:9])[CH3:8].